This data is from Reaction yield outcomes from USPTO patents with 853,638 reactions. The task is: Predict the reaction yield, written as a fraction of the theoretical maximum amount of product (1.0 means a 100% yield; for example, 0.34 means a 34% yield). (1) The reactants are [F:1][C@H:2]1[C@@H:7]([O:8][C:9]2[CH:10]=[CH:11][CH:12]=[C:13]3[C:18]=2[N:17]=[C:16]([C:19]2[N:23]4[CH:24]=[C:25]([F:28])[CH:26]=[CH:27][C:22]4=[N:21][N:20]=2)[CH:15]=[CH:14]3)[CH2:6][CH2:5][N:4](C(OC(C)(C)C)=O)[CH2:3]1.C(O)(C(F)(F)F)=O. The catalyst is C(Cl)Cl. The product is [F:28][C:25]1[CH:26]=[CH:27][C:22]2[N:23]([C:19]([C:16]3[CH:15]=[CH:14][C:13]4[C:18](=[C:9]([O:8][C@H:7]5[CH2:6][CH2:5][NH:4][CH2:3][C@H:2]5[F:1])[CH:10]=[CH:11][CH:12]=4)[N:17]=3)=[N:20][N:21]=2)[CH:24]=1. The yield is 0.170. (2) The reactants are Cl[C:2]1[CH:7]=[CH:6][C:5]([N+:8]([O-:10])=[O:9])=[CH:4][CH:3]=1.[CH3:11][N:12]1[CH2:17][CH2:16][NH:15][CH2:14][CH2:13]1.C(N(C(C)C)C(C)C)C. The catalyst is C1COCC1. The product is [CH3:11][N:12]1[CH2:17][CH2:16][N:15]([C:2]2[CH:7]=[CH:6][C:5]([N+:8]([O-:10])=[O:9])=[CH:4][CH:3]=2)[CH2:14][CH2:13]1. The yield is 0.440. (3) The reactants are [Cl:1][C:2]1[CH:7]=[C:6]([C:8]([F:11])([F:10])[F:9])[CH:5]=[CH:4][C:3]=1[NH:12][C:13]1[CH:18]=[C:17]([O:19][CH2:20][CH2:21][O:22][CH3:23])[CH:16]=[CH:15][C:14]=1/[CH:24]=[CH:25]/[C:26]([OH:28])=O.CC1C=CC=C([N+]([O-])=O)C=1C(OC(=O)C1C([N+]([O-])=O)=CC=CC=1C)=O.[CH2:54]([S:59]([NH2:62])(=[O:61])=[O:60])[CH2:55][CH2:56][CH2:57][CH3:58].[Cl-].[NH4+]. The catalyst is C(#N)C.CN(C)C1C=CN=CC=1.C(N(CC)CC)C. The product is [Cl:1][C:2]1[CH:7]=[C:6]([C:8]([F:11])([F:9])[F:10])[CH:5]=[CH:4][C:3]=1[NH:12][C:13]1[CH:18]=[C:17]([O:19][CH2:20][CH2:21][O:22][CH3:23])[CH:16]=[CH:15][C:14]=1/[CH:24]=[CH:25]/[C:26]([NH:62][S:59]([CH2:54][CH2:55][CH2:56][CH2:57][CH3:58])(=[O:61])=[O:60])=[O:28]. The yield is 0.390. (4) The reactants are [CH2:1]([O:5][C:6]1[N:14]=[C:13]2[C:9]([NH:10][C:11](=[O:28])[N:12]2[CH2:15][C:16]2[CH:21]=[CH:20][C:19]([CH2:22][NH:23][CH2:24][CH2:25][CH2:26][OH:27])=[CH:18][CH:17]=2)=[C:8]([NH2:29])[N:7]=1)[CH2:2][CH2:3][CH3:4].C(=O)([O-])[O-].[K+].[K+].[CH3:36][O:37][C:38]([CH2:40][C:41]1[CH:42]=[C:43]([CH:46]=[CH:47][CH:48]=1)[CH2:44]Br)=[O:39]. The catalyst is CN(C=O)C. The product is [CH2:1]([O:5][C:6]1[N:14]=[C:13]2[C:9]([NH:10][C:11](=[O:28])[N:12]2[CH2:15][C:16]2[CH:21]=[CH:20][C:19]([CH2:22][N:23]([CH2:24][CH2:25][CH2:26][OH:27])[CH2:44][C:43]3[CH:46]=[CH:47][CH:48]=[C:41]([CH2:40][C:38]([O:37][CH3:36])=[O:39])[CH:42]=3)=[CH:18][CH:17]=2)=[C:8]([NH2:29])[N:7]=1)[CH2:2][CH2:3][CH3:4]. The yield is 0.540. (5) The reactants are [NH2:1][CH2:2][C:3]1[CH:8]=[C:7]([CH3:9])[N:6]=[C:5]([CH3:10])[CH:4]=1.[Br:11][C:12]1[S:16][C:15]([S:17](Cl)(=[O:19])=[O:18])=[CH:14][CH:13]=1.C(N(CC)CC)C. The catalyst is C1COCC1. The product is [CH3:10][C:5]1[CH:4]=[C:3]([CH2:2][NH:1][S:17]([C:15]2[S:16][C:12]([Br:11])=[CH:13][CH:14]=2)(=[O:19])=[O:18])[CH:8]=[C:7]([CH3:9])[N:6]=1. The yield is 0.520. (6) The reactants are [C:1](Cl)(=[O:3])[CH3:2].Cl.[NH2:6][CH:7]1[CH2:13][CH:12]2[N:14]([C:15]3[C:24]4[C:19](=[CH:20][CH:21]=[CH:22][CH:23]=4)[C:18]([C:25]#[N:26])=[CH:17][CH:16]=3)[CH:9]([CH2:10][CH2:11]2)[CH2:8]1.CCN(C(C)C)C(C)C.O. The catalyst is CN(C=O)C. The product is [C:25]([C:18]1[C:19]2[C:24](=[CH:23][CH:22]=[CH:21][CH:20]=2)[C:15]([N:14]2[CH:12]3[CH2:11][CH2:10][CH:9]2[CH2:8][CH:7]([NH:6][C:1](=[O:3])[CH3:2])[CH2:13]3)=[CH:16][CH:17]=1)#[N:26]. The yield is 0.560.